Dataset: Catalyst prediction with 721,799 reactions and 888 catalyst types from USPTO. Task: Predict which catalyst facilitates the given reaction. (1) Product: [CH2:1]([O:3][C:4]([C:6]1[N:7]([CH2:14][C:15]2[CH:16]=[CH:17][CH:18]=[CH:19][CH:20]=2)[C:8](=[O:13])[CH:9]=[CH:10][C:11]=1[CH2:12][Br:21])=[O:5])[CH3:2]. Reactant: [CH2:1]([O:3][C:4]([C:6]1[N:7]([CH2:14][C:15]2[CH:20]=[CH:19][CH:18]=[CH:17][CH:16]=2)[C:8](=[O:13])[CH:9]=[CH:10][C:11]=1[CH3:12])=[O:5])[CH3:2].[Br:21]N1C(=O)CCC1=O.C(OOC(=O)C1C=CC=CC=1)(=O)C1C=CC=CC=1. The catalyst class is: 53. (2) Reactant: [C:1]([O:5][C:6]([N:8]1[CH2:13][CH2:12][CH:11]([CH:14]=O)[CH2:10][CH2:9]1)=[O:7])([CH3:4])([CH3:3])[CH3:2].[CH3:16][C:17]1[C:18]([CH2:23][NH2:24])=[N:19][CH:20]=[CH:21][CH:22]=1.[BH-](OC(C)=O)(OC(C)=O)OC(C)=O.[Na+]. Product: [C:1]([O:5][C:6]([N:8]1[CH2:13][CH2:12][CH:11]([CH2:14][NH:24][CH2:23][C:18]2[C:17]([CH3:16])=[CH:22][CH:21]=[CH:20][N:19]=2)[CH2:10][CH2:9]1)=[O:7])([CH3:4])([CH3:3])[CH3:2]. The catalyst class is: 2. (3) Reactant: C([OH:3])C.CC(C)=O.[ClH:8].Cl.Cl.[CH3:11][O:12][C:13](=[O:69])[NH:14][C@H:15]([C:19]([N:21]1[CH2:25][CH2:24][CH2:23][C@H:22]1[C:26]1[NH:27][CH:28]=[C:29]([C:31]2[CH:36]=[CH:35][C:34]([C:37]3[CH:42]=[CH:41][C:40]([NH:43][C:44]([C:46]4[CH:47]=[N:48][C:49]([N:52]5[CH2:57][C@H:56]([CH3:58])[N:55]([C:59](=[O:62])[NH:60][CH3:61])[CH2:54][C@H:53]5[CH3:63])=[CH:50][CH:51]=4)=[O:45])=[CH:39][C:38]=3[O:64][C:65]([F:68])([F:67])[F:66])=[CH:33][CH:32]=2)[N:30]=1)=[O:20])[CH:16]([CH3:18])[CH3:17]. Product: [OH2:3].[ClH:8].[ClH:8].[CH3:11][O:12][C:13](=[O:69])[NH:14][C@H:15]([C:19]([N:21]1[CH2:25][CH2:24][CH2:23][C@H:22]1[C:26]1[NH:27][CH:28]=[C:29]([C:31]2[CH:32]=[CH:33][C:34]([C:37]3[CH:42]=[CH:41][C:40]([NH:43][C:44]([C:46]4[CH:47]=[N:48][C:49]([N:52]5[CH2:57][C@H:56]([CH3:58])[N:55]([C:59](=[O:62])[NH:60][CH3:61])[CH2:54][C@H:53]5[CH3:63])=[CH:50][CH:51]=4)=[O:45])=[CH:39][C:38]=3[O:64][C:65]([F:68])([F:66])[F:67])=[CH:35][CH:36]=2)[N:30]=1)=[O:20])[CH:16]([CH3:17])[CH3:18]. The catalyst class is: 6.